This data is from Full USPTO retrosynthesis dataset with 1.9M reactions from patents (1976-2016). The task is: Predict the reactants needed to synthesize the given product. (1) Given the product [Br:26][C:23]1[CH:22]=[C:19]2[C:18](=[CH:25][CH:24]=1)[N:17]=[C:2]([C:11]1[CH:16]=[CH:15][CH:14]=[CH:13][CH:12]=1)[C:3]([CH2:4][CH2:5][CH2:6][CH2:7][C:8]([OH:10])=[O:9])=[CH:20]2, predict the reactants needed to synthesize it. The reactants are: O=[C:2]([C:11]1[CH:16]=[CH:15][CH:14]=[CH:13][CH:12]=1)[CH2:3][CH2:4][CH2:5][CH2:6][CH2:7][C:8]([OH:10])=[O:9].[NH2:17][C:18]1[CH:25]=[CH:24][C:23]([Br:26])=[CH:22][C:19]=1[CH:20]=O. (2) Given the product [CH3:14][N:13]1[C:9]([C:3](=[N:2][O:1][CH2:17][C:18]2[N:19]=[C:20]([NH2:23])[S:21][CH:22]=2)[C:4]2[CH:8]=[CH:7][S:6][CH:5]=2)=[CH:10][N:11]=[CH:12]1, predict the reactants needed to synthesize it. The reactants are: [OH:1][N:2]=[C:3]([C:9]1[N:13]([CH3:14])[CH:12]=[N:11][CH:10]=1)[C:4]1[CH:8]=[CH:7][S:6][CH:5]=1.Cl.Cl[CH2:17][C:18]1[N:19]=[C:20]([NH2:23])[S:21][CH:22]=1.C(=O)([O-])[O-].[Cs+].[Cs+].[I-].[K+].